Dataset: Catalyst prediction with 721,799 reactions and 888 catalyst types from USPTO. Task: Predict which catalyst facilitates the given reaction. Product: [Br:14][C:15]1[CH:22]=[CH:21][C:18]([CH2:19][NH:12][CH2:11][C:10]([O:9][CH2:2][C:3]2[CH:8]=[CH:7][CH:6]=[CH:5][CH:4]=2)=[O:13])=[CH:17][CH:16]=1. Reactant: Cl.[CH2:2]([O:9][C:10](=[O:13])[CH2:11][NH2:12])[C:3]1[CH:8]=[CH:7][CH:6]=[CH:5][CH:4]=1.[Br:14][C:15]1[CH:22]=[CH:21][C:18]([CH:19]=O)=[CH:17][CH:16]=1.C(O)(=O)C.C(O[BH-](OC(=O)C)OC(=O)C)(=O)C.[Na+].C([O-])(O)=O.[Na+]. The catalyst class is: 26.